Dataset: Forward reaction prediction with 1.9M reactions from USPTO patents (1976-2016). Task: Predict the product of the given reaction. The product is: [CH3:11][C:4]1[C:5]([C:8]([N:16]2[CH2:17][CH2:18][N:13]([CH3:12])[CH2:14][CH2:15]2)=[O:10])=[CH:6][NH:7][C:3]=1[CH:1]=[O:2]. Given the reactants [CH:1]([C:3]1[NH:7][CH:6]=[C:5]([C:8]([OH:10])=O)[C:4]=1[CH3:11])=[O:2].[CH3:12][N:13]1[CH2:18][CH2:17][NH:16][CH2:15][CH2:14]1, predict the reaction product.